Dataset: Full USPTO retrosynthesis dataset with 1.9M reactions from patents (1976-2016). Task: Predict the reactants needed to synthesize the given product. (1) Given the product [CH3:1][N:2]([CH3:3])[C:12]1([C:22]#[N:23])[CH2:13][CH2:14][C:9]([CH2:8][N:6]([CH3:7])[CH3:5])([C:16]2[CH:21]=[CH:20][CH:19]=[CH:18][CH:17]=2)[CH2:10][CH2:11]1, predict the reactants needed to synthesize it. The reactants are: [CH3:1][NH:2][CH3:3].Cl.[CH3:5][N:6]([CH2:8][C:9]1([C:16]2[CH:21]=[CH:20][CH:19]=[CH:18][CH:17]=2)[CH2:14][CH2:13][C:12](=O)[CH2:11][CH2:10]1)[CH3:7].[C-:22]#[N:23].[K+]. (2) The reactants are: [NH2:1][C:2]1[N:7]=[CH:6][N:5]=[C:4]([NH:8][C@H:9]([C:11]2[N:16]([C:17]3[CH:22]=[CH:21][CH:20]=[CH:19][CH:18]=3)[C:15](=[O:23])[C:14]3=[C:24]([CH3:27])[CH:25]=[CH:26][N:13]3[N:12]=2)[CH3:10])[C:3]=1I.[SH:29][C:30]1[CH:31]=[C:32]([OH:36])[CH:33]=[CH:34][CH:35]=1.C(=O)([O-])[O-].[K+].[K+]. Given the product [NH2:1][C:2]1[N:7]=[CH:6][N:5]=[C:4]([NH:8][C@H:9]([C:11]2[N:16]([C:17]3[CH:22]=[CH:21][CH:20]=[CH:19][CH:18]=3)[C:15](=[O:23])[C:14]3=[C:24]([CH3:27])[CH:25]=[CH:26][N:13]3[N:12]=2)[CH3:10])[C:3]=1[S:29][C:30]1[CH:35]=[CH:34][CH:33]=[C:32]([OH:36])[CH:31]=1, predict the reactants needed to synthesize it. (3) Given the product [Cl:24][C:14]1[CH:15]=[C:16]([CH2:19][C:20]([O:22][CH3:23])=[O:21])[CH:17]=[CH:18][C:13]=1[NH:12][C:2]1[S:3][C:4]2[CH:10]=[C:9]([F:11])[CH:8]=[CH:7][C:5]=2[N:6]=1, predict the reactants needed to synthesize it. The reactants are: Br[C:2]1[S:3][C:4]2[CH:10]=[C:9]([F:11])[CH:8]=[CH:7][C:5]=2[N:6]=1.[NH2:12][C:13]1[CH:18]=[CH:17][C:16]([CH2:19][C:20]([O:22][CH3:23])=[O:21])=[CH:15][C:14]=1[Cl:24].C1(C)C=CC(S([O-])(=O)=O)=CC=1.[NH+]1C=CC=CC=1. (4) Given the product [Br:25][C:8]1[NH:9][C:10]2[N:11]=[CH:12][N:13]=[C:14]([NH2:16])[C:15]=2[C:7]=1[C:4]1[CH:3]=[CH:2][C:1]([CH3:17])=[CH:6][CH:5]=1, predict the reactants needed to synthesize it. The reactants are: [C:1]1([CH3:17])[CH:6]=[CH:5][C:4]([C:7]2[C:15]3[C:14]([NH2:16])=[N:13][CH:12]=[N:11][C:10]=3[NH:9][CH:8]=2)=[CH:3][CH:2]=1.C1C(=O)N([Br:25])C(=O)C1.